From a dataset of Forward reaction prediction with 1.9M reactions from USPTO patents (1976-2016). Predict the product of the given reaction. (1) Given the reactants [NH:1]1[CH2:8][CH2:7][CH2:6][C@H:2]1[C:3]([NH2:5])=[O:4].[C:9]1([CH2:15][CH2:16][O:17][CH2:18][CH2:19][C:20](O)=[O:21])[CH:14]=[CH:13][CH:12]=[CH:11][CH:10]=1.CN(C(ON1N=NC2C=CC=NC1=2)=[N+](C)C)C.F[P-](F)(F)(F)(F)F.O, predict the reaction product. The product is: [C:9]1([CH2:15][CH2:16][O:17][CH2:18][CH2:19][C:20]([N:1]2[CH2:8][CH2:7][CH2:6][C@H:2]2[C:3]([NH2:5])=[O:4])=[O:21])[CH:14]=[CH:13][CH:12]=[CH:11][CH:10]=1. (2) Given the reactants [CH3:1][O:2][C:3]1[C:8]2[NH:9]C(=O)O[C:12](=[O:13])[C:7]=2[CH:6]=[CH:5][CH:4]=1.[CH:15]([C:19]1[CH:25]=[CH:24][C:22]([NH2:23])=[CH:21][CH:20]=1)([CH2:17][CH3:18])[CH3:16], predict the reaction product. The product is: [NH2:9][C:8]1[C:3]([O:2][CH3:1])=[CH:4][CH:5]=[CH:6][C:7]=1[C:12]([NH:23][C:22]1[CH:24]=[CH:25][C:19]([CH:15]([CH2:17][CH3:18])[CH3:16])=[CH:20][CH:21]=1)=[O:13].